From a dataset of Reaction yield outcomes from USPTO patents with 853,638 reactions. Predict the reaction yield, written as a fraction of the theoretical maximum amount of product (1.0 means a 100% yield; for example, 0.34 means a 34% yield). (1) The reactants are [Br:1][C:2]1[CH:8]=[CH:7][C:5]([NH2:6])=[CH:4][CH:3]=1.[C:9](Cl)(=[O:18])[C:10]1[CH:15]=[CH:14][C:13]([O:16][CH3:17])=[CH:12][CH:11]=1.C([O-])(O)=O.[Na+]. The catalyst is N1C=CC=CC=1. The product is [Br:1][C:2]1[CH:8]=[CH:7][C:5]([NH:6][C:9](=[O:18])[C:10]2[CH:15]=[CH:14][C:13]([O:16][CH3:17])=[CH:12][CH:11]=2)=[CH:4][CH:3]=1. The yield is 0.920. (2) The reactants are N1CCCCC1.[CH3:7][O:8][C:9]1[CH:10]=[C:11]([CH:14]=[CH:15][C:16]=1[N:17]1[CH:21]=[C:20]([CH3:22])[N:19]=[CH:18]1)[CH:12]=O.[CH3:23][O:24][C:25]1[CH:30]=[CH:29][C:28]([N:31]2[C:35](=[O:36])[CH2:34][NH:33][C:32]2=[S:37])=[CH:27][CH:26]=1. The catalyst is C(O)C. The product is [CH3:7][O:8][C:9]1[CH:10]=[C:11]([CH:14]=[CH:15][C:16]=1[N:17]1[CH:21]=[C:20]([CH3:22])[N:19]=[CH:18]1)/[CH:12]=[C:34]1/[C:35](=[O:36])[N:31]([C:28]2[CH:27]=[CH:26][C:25]([O:24][CH3:23])=[CH:30][CH:29]=2)[C:32](=[S:37])[NH:33]/1. The yield is 0.470. (3) The reactants are [C:1]([NH:5][S:6]([C:9]1[CH:17]=[C:16]2[C:12]([C:13]([CH:18]3[CH2:23][CH2:22][CH2:21][CH:20]=[CH:19]3)=[CH:14][NH:15]2)=[CH:11][CH:10]=1)(=[O:8])=[O:7])([CH3:4])([CH3:3])[CH3:2]. The catalyst is CO.[OH-].[OH-].[Pd+2]. The product is [C:1]([NH:5][S:6]([C:9]1[CH:17]=[C:16]2[C:12]([C:13]([CH:18]3[CH2:23][CH2:22][CH2:21][CH2:20][CH2:19]3)=[CH:14][NH:15]2)=[CH:11][CH:10]=1)(=[O:7])=[O:8])([CH3:4])([CH3:2])[CH3:3]. The yield is 0.820. (4) The reactants are [CH3:1][O:2][C:3](=[O:29])[C:4]([NH:18]C(OCC1C=CC=CC=1)=O)=[CH:5][C:6]1[CH:7]=[C:8]2[C:12](=[C:13]([CH2:15][CH3:16])[CH:14]=1)[NH:11][N:10]=[C:9]2[CH3:17]. The catalyst is CO.[Pd]. The product is [CH3:1][O:2][C:3](=[O:29])[CH:4]([NH2:18])[CH2:5][C:6]1[CH:7]=[C:8]2[C:12](=[C:13]([CH2:15][CH3:16])[CH:14]=1)[NH:11][N:10]=[C:9]2[CH3:17]. The yield is 0.910. (5) The reactants are [Cl:1][C:2]1[CH:7]=[CH:6][C:5]([C@H:8]2[O:10][C@@H:9]2[CH2:11][OH:12])=[CH:4][C:3]=1[F:13].[Na].[H-].[Al+3].[H-].[H-]. The catalyst is COCCOC.CCOCC. The product is [Cl:1][C:2]1[CH:7]=[CH:6][C:5]([C@@H:8]([OH:10])[CH2:9][CH2:11][OH:12])=[CH:4][C:3]=1[F:13]. The yield is 0.986. (6) The product is [F:1][C:2]1[C:7]([O:8][CH3:9])=[N:6][CH:5]=[C:4]([CH:3]=1)[CH:10]=[O:11]. The reactants are [F:1][C:2]1[CH:3]=[C:4]([CH2:10][OH:11])[CH:5]=[N:6][C:7]=1[O:8][CH3:9]. The catalyst is C(Cl)Cl. The yield is 0.890.